From a dataset of Experimentally validated miRNA-target interactions with 360,000+ pairs, plus equal number of negative samples. Binary Classification. Given a miRNA mature sequence and a target amino acid sequence, predict their likelihood of interaction. (1) The miRNA is hsa-miR-18a-3p with sequence ACUGCCCUAAGUGCUCCUUCUGG. The protein sequence of the target gene is MVLLAGTGPEGGGARCMTPPPPSPPRGAQVEEDPADYEEFEDFSSLPDTRSIASDDSFYPFEDEEEHGVESAESVPEGVPESVPETATLLRAACANNVGLLRTLVRRGVSVEEAQETDRNGRTGLIVACYHGFVDTVVALAECPHVDVNWQDSEGNTALITAAQAGHAIITNYLLNYFPGLDLERRNAFGFTALMKAAMQGRTDCIRALMLAGADVHARDPRRGMSPQEWATYTGRVDAVRLMQRLLERPCPEQFWEKYRPELPPPPEAARKPAGSKNCLQRLTDCVLSVLTPRSVRGPE.... Result: 1 (interaction). (2) The miRNA is hsa-miR-6809-3p with sequence CUUCUCUUCUCUCCUUCCCAG. The protein sequence of the target gene is MELQDPKMNGALPSDAVGYRQEREGFLPSRGPAPGSKPVQFMDFEGKTSFGMSVFNLSNAIMGSGILGLAYAMAHTGVIFFLALLLCIALLSSYSIHLLLTCAGIAGIRAYEQLGQRAFGPAGKVVVATVICLHNVGAMSSYLFIIKSELPLVIGTFLYMDPEGDWFLKGNLLIIIVSVLIILPLALMKHLGYLGYTSGLSLTCMLFFLVSVIYKKFQLGCAIGHNETAMESEALVGLPSQGLNSSCEAQMFTVDSQMSYTVPIMAFAFVCHPEVLPIYTELCRPSKRRMQAVANVSIGA.... Result: 0 (no interaction). (3) The miRNA is hsa-miR-875-3p with sequence CCUGGAAACACUGAGGUUGUG. The protein sequence of the target gene is MKKPIGILSPGVALGTAGGAMSSKFFLMALATFFSFAQVVIEANSWWSLGMNNPVQMSEVYIIGAQPLCSQLAGLSQGQKKLCHLYQDHMQYIGEGAKTGIKECQYQFRHRRWNCSTVDNTSVFGRVMQIGSRETAFTYAVSAAGVVNAMSRACREGELSTCGCSRAARPKDLPRDWLWGGCGDNIDYGYRFAKEFVDARERERIHAKGSYESARILMNLHNNEAGRRTVYNLADVACKCHGVSGSCSLKTCWLQLADFRKVGDALKEKYDSAAAMRLNSRGKLVQVNSRFNSPTTQDLV.... Result: 0 (no interaction). (4) Result: 0 (no interaction). The miRNA is mmu-miR-100-5p with sequence AACCCGUAGAUCCGAACUUGUG. The protein sequence of the target gene is MKVLTPAALILLFFFYTVDARTREYTSVITVPNGGHWGKWGIRQFCHSGYANGFALKVEPSQFGRDDTALNGIRLRCLDGSVIESLVGKWGTWTSFLVCPTGYLVSFSLRSEKSQGGGDDTAANNIQFRCSDEAVLVGDGLSWGRFGPWSKRCKICGLQTKVESPQGLRDDTALNNVRFFCCK.